From a dataset of Full USPTO retrosynthesis dataset with 1.9M reactions from patents (1976-2016). Predict the reactants needed to synthesize the given product. (1) Given the product [CH2:3]([C:18]1[C:19]([Cl:30])=[CH:20][N:21]=[C:22]2[C:27]=1[N:26]=[C:25]([O:28][CH3:29])[CH:24]=[CH:23]2)[CH:2]=[CH2:1], predict the reactants needed to synthesize it. The reactants are: [CH2:1]([Sn](CCCC)(CCCC)CCCC)[CH:2]=[CH2:3].Br[C:18]1[C:19]([Cl:30])=[CH:20][N:21]=[C:22]2[C:27]=1[N:26]=[C:25]([O:28][CH3:29])[CH:24]=[CH:23]2.[Cl-].[Li+].C(OCC)(=O)C. (2) Given the product [CH3:36][O:35][C:31]1[CH:32]=[C:33]2[C:28](=[CH:29][C:30]=1[O:37][CH2:38][CH2:39][N:40]1[CH2:45][CH2:44][CH2:43][CH2:42][CH2:41]1)[C:17]1[N:18]([CH2:20][O:21][CH2:22][CH2:23][Si:24]([CH3:27])([CH3:25])[CH3:26])[N:19]=[C:15]([C:12]3[CH:11]=[CH:10][C:9]([OH:8])=[CH:14][CH:13]=3)[C:16]=1[CH2:34]2, predict the reactants needed to synthesize it. The reactants are: C([O:8][C:9]1[CH:14]=[CH:13][C:12]([C:15]2[C:16]3[CH2:34][C:33]4[C:28](=[CH:29][C:30]([O:37][CH2:38][CH2:39][N:40]5[CH2:45][CH2:44][CH2:43][CH2:42][CH2:41]5)=[C:31]([O:35][CH3:36])[CH:32]=4)[C:17]=3[N:18]([CH2:20][O:21][CH2:22][CH2:23][Si:24]([CH3:27])([CH3:26])[CH3:25])[N:19]=2)=[CH:11][CH:10]=1)C1C=CC=CC=1. (3) The reactants are: [CH3:1][C:2]1([NH:5][C:6]2[N:11]=[C:10](S(C)(=O)=O)[C:9]([C:16]#[N:17])=[CH:8][N:7]=2)[CH2:4][CH2:3]1.CCN(C(C)C)C(C)C.Cl.[NH2:28][C@H:29]1[CH2:34][C@@H:33]([OH:35])[C@H:32]([CH3:36])[CH2:31][CH2:30]1. Given the product [OH:35][C@H:33]1[C@H:32]([CH3:36])[CH2:31][CH2:30][CH:29]([NH:28][C:10]2[C:9]([C:16]#[N:17])=[CH:8][N:7]=[C:6]([NH:5][C:2]3([CH3:1])[CH2:4][CH2:3]3)[N:11]=2)[CH2:34]1, predict the reactants needed to synthesize it. (4) Given the product [F:1][C:2]1[CH:3]=[C:4]([CH:14]([NH:16][C:17]([C:19]2[N:20]=[C:21]([O:33][C:29]3[CH:30]=[CH:31][CH:32]=[C:27]([C:25]#[CH:26])[CH:28]=3)[O:22][CH:23]=2)=[O:18])[CH3:15])[CH:5]=[C:6]([F:13])[C:7]=1[NH:8][S:9]([CH3:12])(=[O:11])=[O:10], predict the reactants needed to synthesize it. The reactants are: [F:1][C:2]1[CH:3]=[C:4]([CH:14]([NH:16][C:17]([C:19]2[N:20]=[C:21](Cl)[O:22][CH:23]=2)=[O:18])[CH3:15])[CH:5]=[C:6]([F:13])[C:7]=1[NH:8][S:9]([CH3:12])(=[O:11])=[O:10].[C:25]([C:27]1[CH:28]=[C:29]([OH:33])[CH:30]=[CH:31][CH:32]=1)#[CH:26]. (5) Given the product [Cl:20][C:16]1[CH:15]=[C:14]([S:11]([NH:10][C:9]2[CH:8]=[C:7]([CH3:21])[N:6]=[C:5]3[S:22][C:2]([C:40]4[CH:41]=[N:37][NH:38][CH:39]=4)=[C:3]([C:23]4[CH:28]=[CH:27][CH:26]=[C:25]([CH3:29])[CH:24]=4)[C:4]=23)(=[O:13])=[O:12])[CH:19]=[CH:18][CH:17]=1, predict the reactants needed to synthesize it. The reactants are: Br[C:2]1[S:22][C:5]2=[N:6][C:7]([CH3:21])=[CH:8][C:9]([NH:10][S:11]([C:14]3[CH:19]=[CH:18][CH:17]=[C:16]([Cl:20])[CH:15]=3)(=[O:13])=[O:12])=[C:4]2[C:3]=1[C:23]1[CH:28]=[CH:27][CH:26]=[C:25]([CH3:29])[CH:24]=1.O(C([N:37]1[CH:41]=[C:40](B(O)O)[CH:39]=[N:38]1)=O)C(C)(C)C.C(=O)([O-])[O-].[Na+].[Na+].